Predict the reactants needed to synthesize the given product. From a dataset of Full USPTO retrosynthesis dataset with 1.9M reactions from patents (1976-2016). (1) Given the product [F:1][C:2]([F:21])([F:22])[O:3][C:4]1[CH:5]=[C:6]([CH:10]([C:16]([OH:18])=[O:17])[C:11]([OH:13])=[O:12])[CH:7]=[CH:8][CH:9]=1, predict the reactants needed to synthesize it. The reactants are: [F:1][C:2]([F:22])([F:21])[O:3][C:4]1[CH:5]=[C:6]([CH:10]([C:16]([O:18]CC)=[O:17])[C:11]([O:13]CC)=[O:12])[CH:7]=[CH:8][CH:9]=1.[OH-].[Na+].Cl.[Cl-].[Na+]. (2) Given the product [OH:8][C@@H:9]1[CH2:13][O:12][C@@H:11]2[C@H:14]([O:17][C:18]3[N:19]([CH2:49][O:50][CH2:51][CH2:52][Si:53]([CH3:55])([CH3:54])[CH3:56])[C:20]4[C:21]([N:48]=3)=[N:22][C:23]([C:27]3[CH:32]=[CH:31][C:30]([C:33]5[N:38]=[CH:37][C:36]([N:39]6[CH:43]=[C:42]([CH2:44][C:45]([O:47][CH3:2])=[O:46])[CH:41]=[N:40]6)=[CH:35][CH:34]=5)=[CH:29][CH:28]=3)=[C:24]([Cl:26])[CH:25]=4)[CH2:15][O:16][C@H:10]12, predict the reactants needed to synthesize it. The reactants are: [Si](C=[N+]=[N-])(C)(C)[CH3:2].[OH:8][C@@H:9]1[CH2:13][O:12][C@@H:11]2[C@H:14]([O:17][C:18]3[N:19]([CH2:49][O:50][CH2:51][CH2:52][Si:53]([CH3:56])([CH3:55])[CH3:54])[C:20]4[C:21]([N:48]=3)=[N:22][C:23]([C:27]3[CH:32]=[CH:31][C:30]([C:33]5[N:38]=[CH:37][C:36]([N:39]6[CH:43]=[C:42]([CH2:44][C:45]([OH:47])=[O:46])[CH:41]=[N:40]6)=[CH:35][CH:34]=5)=[CH:29][CH:28]=3)=[C:24]([Cl:26])[CH:25]=4)[CH2:15][O:16][C@H:10]12. (3) Given the product [O:1]1[CH:5]=[N:4][N:3]=[C:2]1[NH:6][C:14](=[O:15])[CH:13]([C:7]1[CH:12]=[CH:11][CH:10]=[CH:9][CH:8]=1)[C:17]1[CH:22]=[CH:21][CH:20]=[CH:19][CH:18]=1, predict the reactants needed to synthesize it. The reactants are: [O:1]1[CH:5]=[N:4][N:3]=[C:2]1[NH2:6].[C:7]1([CH:13]([C:17]2[CH:22]=[CH:21][CH:20]=[CH:19][CH:18]=2)[C:14](Cl)=[O:15])[CH:12]=[CH:11][CH:10]=[CH:9][CH:8]=1. (4) Given the product [CH2:18]([N:25]1[CH2:26][CH2:27][C:28]([NH:33][C:34]2[CH:39]=[CH:38][CH:37]=[CH:36][CH:35]=2)([C:4]2[S:5][CH:6]=[C:2]([CH3:1])[N:3]=2)[CH2:29][CH2:30]1)[C:19]1[CH:20]=[CH:21][CH:22]=[CH:23][CH:24]=1, predict the reactants needed to synthesize it. The reactants are: [CH3:1][C:2]1[N:3]=[CH:4][S:5][CH:6]=1.CCCCCC.C([Li])CCC.[CH2:18]([N:25]1[CH2:30][CH2:29][C:28]([NH:33][C:34]2[CH:39]=[CH:38][CH:37]=[CH:36][CH:35]=2)(C#N)[CH2:27][CH2:26]1)[C:19]1[CH:24]=[CH:23][CH:22]=[CH:21][CH:20]=1.C(OCC)(=O)C. (5) Given the product [CH2:18]([O:12][C:11](=[O:13])[CH2:10][C:4]1[CH:5]=[CH:6][C:7]([O:8][CH3:9])=[C:2]([Br:1])[CH:3]=1)[CH3:19], predict the reactants needed to synthesize it. The reactants are: [Br:1][C:2]1[CH:3]=[C:4]([CH2:10][C:11]([OH:13])=[O:12])[CH:5]=[CH:6][C:7]=1[O:8][CH3:9].S(Cl)(Cl)=O.[CH3:18][CH2:19]O. (6) Given the product [NH:1]1[CH2:2][CH2:3][CH:4]([CH2:7][O:8][CH:9]2[CH2:12][N:11]([C:13]([O:15][C:16]([CH3:19])([CH3:18])[CH3:17])=[O:14])[CH2:10]2)[CH2:5][CH2:6]1, predict the reactants needed to synthesize it. The reactants are: [N:1]1[CH:6]=[CH:5][C:4]([CH2:7][O:8][CH:9]2[CH2:12][N:11]([C:13]([O:15][C:16]([CH3:19])([CH3:18])[CH3:17])=[O:14])[CH2:10]2)=[CH:3][CH:2]=1.C(O)(=O)C. (7) The reactants are: [CH3:1][O:2][C:3](=[O:14])[C:4]1[CH:9]=[CH:8][CH:7]=[C:6]([N+]([O-])=O)[C:5]=1[CH3:13].CO[CH:17]([N:20]([CH3:22])[CH3:21])OC.[CH3:23]N(C=O)C. Given the product [CH3:1][O:2][C:3](=[O:14])[C:4]1[CH:9]=[CH:8][CH:7]=[C:6]([CH3:23])[C:5]=1[CH:13]=[CH:17][N:20]([CH3:22])[CH3:21], predict the reactants needed to synthesize it. (8) Given the product [C:27]([N:21]([N:10]1[C:9](=[O:26])[C:8]2[C:13](=[CH:14][C:15]([C:16]([F:18])([F:17])[F:19])=[C:6]([CH:3]([O:2][CH3:1])[CH2:4][CH3:5])[CH:7]=2)[NH:12][C:11]1=[O:20])[S:22]([CH3:25])(=[O:23])=[O:24])(=[O:29])[CH3:28], predict the reactants needed to synthesize it. The reactants are: [CH3:1][O:2][CH:3]([C:6]1[CH:7]=[C:8]2[C:13](=[CH:14][C:15]=1[C:16]([F:19])([F:18])[F:17])[NH:12][C:11](=[O:20])[N:10]([NH:21][S:22]([CH3:25])(=[O:24])=[O:23])[C:9]2=[O:26])[CH2:4][CH3:5].[C:27](Cl)(=[O:29])[CH3:28]. (9) Given the product [Cl:1][C:2]1[CH:3]=[C:4]([NH:9][C:10]2[O:37][C:14]([C:15]([NH:17][C:18]3[CH:19]=[CH:20][C:21]([O:24][CH:25]4[CH2:30][CH2:29][C:28]([CH3:36])([C:31]([O:33][CH2:34][CH3:35])=[O:32])[CH2:27][CH2:26]4)=[N:22][CH:23]=3)=[O:16])=[N:12][N:13]=2)[CH:5]=[CH:6][C:7]=1[F:8], predict the reactants needed to synthesize it. The reactants are: [Cl:1][C:2]1[CH:3]=[C:4]([N:9]=[C:10]=S)[CH:5]=[CH:6][C:7]=1[F:8].[NH:12]([C:14](=[O:37])[C:15]([NH:17][C:18]1[CH:19]=[CH:20][C:21]([O:24][CH:25]2[CH2:30][CH2:29][C:28]([CH3:36])([C:31]([O:33][CH2:34][CH3:35])=[O:32])[CH2:27][CH2:26]2)=[N:22][CH:23]=1)=[O:16])[NH2:13].Cl.CN(C)CCCN=C=NCC.O. (10) Given the product [Br:1][C:2]1[CH:3]=[C:4]([CH:5]=[CH:6][CH:7]=1)[O:8][CH2:10][CH2:11][OH:12], predict the reactants needed to synthesize it. The reactants are: [Br:1][C:2]1[CH:3]=[C:4]([OH:8])[CH:5]=[CH:6][CH:7]=1.Br[CH2:10][CH2:11][OH:12].C(=O)([O-])[O-].[Cs+].[Cs+].